From a dataset of Buchwald-Hartwig C-N cross coupling reaction yields with 55,370 reactions. Predict the reaction yield, written as a fraction of the theoretical maximum amount of product (1.0 means a 100% yield; for example, 0.34 means a 34% yield). The reactants are FC(F)(F)c1ccc(I)cc1.Cc1ccc(N)cc1.O=S(=O)(O[Pd]1c2ccccc2-c2ccccc2N~1)C(F)(F)F.COc1ccc(OC)c(P([C@]23C[C@H]4C[C@H](C[C@H](C4)C2)C3)[C@]23C[C@H]4C[C@H](C[C@H](C4)C2)C3)c1-c1c(C(C)C)cc(C(C)C)cc1C(C)C.CN1CCCN2CCCN=C12.COC(=O)c1ccno1. No catalyst specified. The product is Cc1ccc(Nc2ccc(C(F)(F)F)cc2)cc1. The yield is 0.439.